From a dataset of Catalyst prediction with 721,799 reactions and 888 catalyst types from USPTO. Predict which catalyst facilitates the given reaction. (1) Reactant: [Cl:1]N1C(=O)CCC1=O.[CH:9]1([C:12]2[C:13]([N:23]3[CH2:28][CH2:27][C:26]([F:30])([F:29])[CH2:25][CH2:24]3)=[CH:14][C:15]([O:20][CH2:21][CH3:22])=[C:16]([CH:19]=2)[CH:17]=[O:18])[CH2:11][CH2:10]1. Product: [Cl:1][C:14]1[C:15]([O:20][CH2:21][CH3:22])=[C:16]([CH:19]=[C:12]([CH:9]2[CH2:10][CH2:11]2)[C:13]=1[N:23]1[CH2:24][CH2:25][C:26]([F:30])([F:29])[CH2:27][CH2:28]1)[CH:17]=[O:18]. The catalyst class is: 10. (2) The catalyst class is: 8. Product: [C:10]([O:9][C:7]([C:6]1[C:5]([O:15][CH3:16])=[CH:4][C:3]([N:17]([CH3:18])[CH2:19][CH2:20][CH2:21][CH2:22][CH2:23][C:24]([OH:26])=[O:25])=[C:2]([Cl:1])[CH:14]=1)=[O:8])([CH3:13])([CH3:12])[CH3:11]. Reactant: [Cl:1][C:2]1[C:3]([N:17]([CH2:19][CH2:20][CH2:21][CH2:22][CH2:23][C:24]([O:26]CC)=[O:25])[CH3:18])=[CH:4][C:5]([O:15][CH3:16])=[C:6]([CH:14]=1)[C:7]([O:9][C:10]([CH3:13])([CH3:12])[CH3:11])=[O:8].[OH-].[Na+].Cl.C(OCC)(=O)C.